From a dataset of CYP2D6 inhibition data for predicting drug metabolism from PubChem BioAssay. Regression/Classification. Given a drug SMILES string, predict its absorption, distribution, metabolism, or excretion properties. Task type varies by dataset: regression for continuous measurements (e.g., permeability, clearance, half-life) or binary classification for categorical outcomes (e.g., BBB penetration, CYP inhibition). Dataset: cyp2d6_veith. The result is 0 (non-inhibitor). The compound is O=c1c(-c2ccccc2)nc2cnc(N3CCOCC3)nc2n1Cc1cccs1.